Dataset: Reaction yield outcomes from USPTO patents with 853,638 reactions. Task: Predict the reaction yield, written as a fraction of the theoretical maximum amount of product (1.0 means a 100% yield; for example, 0.34 means a 34% yield). (1) The reactants are [Br:1][C:2]1[CH:11]=[C:10]2[C:5]([C:6](O)=[CH:7][CH:8]=[N:9]2)=[C:4]([CH3:13])[CH:3]=1.BrC1C=C(C)C=C2C=1C(O)=CC=N2.O=P(Cl)(Cl)[Cl:29]. The catalyst is C(#N)C. The product is [Br:1][C:2]1[CH:11]=[C:10]2[C:5]([C:6]([Cl:29])=[CH:7][CH:8]=[N:9]2)=[C:4]([CH3:13])[CH:3]=1. The yield is 0.495. (2) The reactants are [C:1]([OH:11])(=O)/[CH:2]=[CH:3]/[C:4]1[CH:9]=[CH:8][CH:7]=[CH:6][CH:5]=1.[CH:12]([N:14]1[CH2:19][CH2:18][NH:17][CH2:16][CH2:15]1)=[O:13]. The catalyst is CN(C)C=O. The product is [C:1]([N:17]1[CH2:18][CH2:19][N:14]([CH:12]=[O:13])[CH2:15][CH2:16]1)(=[O:11])[CH:2]=[CH:3][C:4]1[CH:5]=[CH:6][CH:7]=[CH:8][CH:9]=1. The yield is 0.500. (3) The product is [CH3:1][O:2][C:3]1[CH:8]=[CH:7][CH:6]=[CH:5][C:4]=1[CH:9]1[C:17]([CH3:19])([CH3:18])[C:16]2[C:11](=[CH:12][CH:13]=[C:14]([CH:20]3[CH2:25][CH2:24][N:23]([CH2:26][CH2:27][NH:28][CH3:29])[CH2:22][CH2:21]3)[CH:15]=2)[NH:10]1. The reactants are [CH3:1][O:2][C:3]1[CH:8]=[CH:7][CH:6]=[CH:5][C:4]=1[CH:9]1[C:17]([CH3:19])([CH3:18])[C:16]2[C:11](=[CH:12][CH:13]=[C:14]([C:20]3[CH2:25][CH2:24][N:23]([CH2:26][CH2:27][N:28](C)[C:29](=O)OC(C)(C)C)[CH2:22][CH:21]=3)[CH:15]=2)[NH:10]1.C(O)(C(F)(F)F)=O. The yield is 0.230. The catalyst is [Pd].CO.ClC(Cl)C. (4) The catalyst is CN(C=O)C. The product is [CH2:1]([O:3][C:4]1[CH:5]=[C:6]([CH:7]=[CH:8][CH:9]=1)[O:10][CH2:18][C:19]([O:21][CH2:22][CH3:23])=[O:20])[CH3:2]. The yield is 1.00. The reactants are [CH2:1]([O:3][C:4]1[CH:5]=[C:6]([OH:10])[CH:7]=[CH:8][CH:9]=1)[CH3:2].C([O-])([O-])=O.[K+].[K+].Br[CH2:18][C:19]([O:21][CH2:22][CH3:23])=[O:20]. (5) The reactants are C1(P(C2C=CC=CC=2)C2C=CC=CC=2)C=CC=CC=1.[Cl:20][C:21]1[CH:46]=[CH:45][CH:44]=[C:43]([Cl:47])[C:22]=1[C:23]([NH:25][C@H:26]([C:39]([O:41][CH3:42])=[O:40])[CH2:27][C:28]1[CH:33]=[CH:32][C:31]([C:34]#[C:35][CH2:36][CH2:37]O)=[CH:30][CH:29]=1)=[O:24].[N:48]1[CH:53]=[CH:52][CH:51]=[CH:50][C:49]=1[NH:54][C:55](=[O:62])[O:56][CH2:57][C:58]([Cl:61])([Cl:60])[Cl:59]. The catalyst is C1COCC1. The product is [Cl:20][C:21]1[CH:46]=[CH:45][CH:44]=[C:43]([Cl:47])[C:22]=1[C:23]([NH:25][C@H:26]([C:39]([O:41][CH3:42])=[O:40])[CH2:27][C:28]1[CH:29]=[CH:30][C:31]([C:34]#[C:35][CH2:36][CH2:37][N:54]([C:49]2[CH:50]=[CH:51][CH:52]=[CH:53][N:48]=2)[C:55]([O:56][CH2:57][C:58]([Cl:60])([Cl:61])[Cl:59])=[O:62])=[CH:32][CH:33]=1)=[O:24]. The yield is 0.370. (6) The reactants are C([Li])CCC.Br[C:7]1[C:12]([CH3:13])=[C:11]([O:14][CH3:15])[C:10]([CH3:16])=[C:9]([CH3:17])[C:8]=1[O:18][CH3:19].[CH2:20]([N:27]1[CH2:32][CH2:31][CH:30]([C:33](=[O:43])[C:34]2[CH:39]=[CH:38][C:37]([CH:40]([CH3:42])[CH3:41])=[CH:36][CH:35]=2)[CH2:29][CH2:28]1)[C:21]1[CH:26]=[CH:25][CH:24]=[CH:23][CH:22]=1. The catalyst is O1CCCC1. The product is [CH2:20]([N:27]1[CH2:28][CH2:29][CH:30]([C:33]([C:7]2[C:12]([CH3:13])=[C:11]([O:14][CH3:15])[C:10]([CH3:16])=[C:9]([CH3:17])[C:8]=2[O:18][CH3:19])([C:34]2[CH:35]=[CH:36][C:37]([CH:40]([CH3:42])[CH3:41])=[CH:38][CH:39]=2)[OH:43])[CH2:31][CH2:32]1)[C:21]1[CH:22]=[CH:23][CH:24]=[CH:25][CH:26]=1. The yield is 0.830. (7) The reactants are [CH2:1]([C:4]1[S:31][C:7]2[N:8]=[C:9]([N:25]3[CH2:29][CH2:28][C:27](=O)[CH2:26]3)[N:10]=[C:11]([N:12]3[CH2:17][CH2:16][N:15]4[C:18]([C:21]([F:24])([F:23])[F:22])=[N:19][N:20]=[C:14]4[CH2:13]3)[C:6]=2[CH:5]=1)[CH2:2][CH3:3].[NH2:32][OH:33].Cl.C(=O)([O-])[O-].[Na+].[Na+]. The catalyst is C(O)C.O. The product is [CH2:1]([C:4]1[S:31][C:7]2[N:8]=[C:9]([N:25]3[CH2:29][CH2:28][C:27](=[N:32][OH:33])[CH2:26]3)[N:10]=[C:11]([N:12]3[CH2:17][CH2:16][N:15]4[C:18]([C:21]([F:24])([F:23])[F:22])=[N:19][N:20]=[C:14]4[CH2:13]3)[C:6]=2[CH:5]=1)[CH2:2][CH3:3]. The yield is 0.910.